Dataset: Full USPTO retrosynthesis dataset with 1.9M reactions from patents (1976-2016). Task: Predict the reactants needed to synthesize the given product. Given the product [CH:8]1[C:20]2[C:19]3[CH2:18][CH2:17][N:16]([C:21]([C:22]4[CH:27]=[CH:26][CH:25]=[CH:24][CH:23]=4)=[O:28])[CH2:15][C:14]=3[CH:13]=[N:12][C:11]=2[NH:10][N:9]=1, predict the reactants needed to synthesize it. The reactants are: FC(F)(F)C(O)=O.[CH:8]1[C:20]2[C:19]3[CH2:18][CH2:17][NH:16][CH2:15][C:14]=3[CH:13]=[N:12][C:11]=2[NH:10][N:9]=1.[C:21](O)(=[O:28])[C:22]1[CH:27]=[CH:26][CH:25]=[CH:24][CH:23]=1.CN(C(ON1N=NC2C=CC=CC1=2)=[N+](C)C)C.F[P-](F)(F)(F)(F)F.[OH-].[Na+].